Task: Regression. Given two drug SMILES strings and cell line genomic features, predict the synergy score measuring deviation from expected non-interaction effect.. Dataset: NCI-60 drug combinations with 297,098 pairs across 59 cell lines (1) Drug 1: CC(CN1CC(=O)NC(=O)C1)N2CC(=O)NC(=O)C2. Drug 2: CCC1(CC2CC(C3=C(CCN(C2)C1)C4=CC=CC=C4N3)(C5=C(C=C6C(=C5)C78CCN9C7C(C=CC9)(C(C(C8N6C=O)(C(=O)OC)O)OC(=O)C)CC)OC)C(=O)OC)O.OS(=O)(=O)O. Cell line: SK-MEL-5. Synergy scores: CSS=51.0, Synergy_ZIP=-0.396, Synergy_Bliss=3.89, Synergy_Loewe=-5.57, Synergy_HSA=4.42. (2) Drug 1: C1=NC2=C(N=C(N=C2N1C3C(C(C(O3)CO)O)F)Cl)N. Drug 2: CC1C(C(CC(O1)OC2CC(CC3=C2C(=C4C(=C3O)C(=O)C5=CC=CC=C5C4=O)O)(C(=O)C)O)N)O. Cell line: 786-0. Synergy scores: CSS=65.2, Synergy_ZIP=2.84, Synergy_Bliss=1.18, Synergy_Loewe=2.54, Synergy_HSA=4.15. (3) Drug 1: CN1CCC(CC1)COC2=C(C=C3C(=C2)N=CN=C3NC4=C(C=C(C=C4)Br)F)OC. Drug 2: CCC1(C2=C(COC1=O)C(=O)N3CC4=CC5=C(C=CC(=C5CN(C)C)O)N=C4C3=C2)O.Cl. Cell line: NCIH23. Synergy scores: CSS=13.2, Synergy_ZIP=-7.06, Synergy_Bliss=-2.35, Synergy_Loewe=-14.5, Synergy_HSA=-1.75. (4) Drug 1: CCCCCOC(=O)NC1=NC(=O)N(C=C1F)C2C(C(C(O2)C)O)O. Drug 2: C1=CC=C(C=C1)NC(=O)CCCCCCC(=O)NO. Cell line: NCI/ADR-RES. Synergy scores: CSS=55.8, Synergy_ZIP=-4.71, Synergy_Bliss=-5.46, Synergy_Loewe=-6.42, Synergy_HSA=-2.64. (5) Synergy scores: CSS=13.3, Synergy_ZIP=0.509, Synergy_Bliss=3.85, Synergy_Loewe=-47.6, Synergy_HSA=-2.20. Drug 2: CNC(=O)C1=NC=CC(=C1)OC2=CC=C(C=C2)NC(=O)NC3=CC(=C(C=C3)Cl)C(F)(F)F. Cell line: SK-MEL-2. Drug 1: C1=CC(=CC=C1C#N)C(C2=CC=C(C=C2)C#N)N3C=NC=N3. (6) Drug 1: C1CCC(C1)C(CC#N)N2C=C(C=N2)C3=C4C=CNC4=NC=N3. Drug 2: CNC(=O)C1=NC=CC(=C1)OC2=CC=C(C=C2)NC(=O)NC3=CC(=C(C=C3)Cl)C(F)(F)F. Cell line: T-47D. Synergy scores: CSS=12.0, Synergy_ZIP=2.39, Synergy_Bliss=2.99, Synergy_Loewe=-19.6, Synergy_HSA=-1.13. (7) Drug 1: CN(C)N=NC1=C(NC=N1)C(=O)N. Drug 2: CCN(CC)CCCC(C)NC1=C2C=C(C=CC2=NC3=C1C=CC(=C3)Cl)OC. Cell line: MCF7. Synergy scores: CSS=20.5, Synergy_ZIP=-5.79, Synergy_Bliss=-0.796, Synergy_Loewe=-9.78, Synergy_HSA=-1.81. (8) Drug 1: C1CC(C1)(C(=O)O)C(=O)O.[NH2-].[NH2-].[Pt+2]. Drug 2: C1=CC=C(C(=C1)C(C2=CC=C(C=C2)Cl)C(Cl)Cl)Cl. Cell line: NCI-H522. Synergy scores: CSS=0.539, Synergy_ZIP=-2.08, Synergy_Bliss=-0.293, Synergy_Loewe=-6.96, Synergy_HSA=-1.71. (9) Drug 1: CC1=C2C(C(=O)C3(C(CC4C(C3C(C(C2(C)C)(CC1OC(=O)C(C(C5=CC=CC=C5)NC(=O)OC(C)(C)C)O)O)OC(=O)C6=CC=CC=C6)(CO4)OC(=O)C)OC)C)OC. Drug 2: CC1=C(C(CCC1)(C)C)C=CC(=CC=CC(=CC(=O)O)C)C. Cell line: HOP-92. Synergy scores: CSS=36.1, Synergy_ZIP=2.88, Synergy_Bliss=1.95, Synergy_Loewe=-14.1, Synergy_HSA=7.50. (10) Drug 1: CC(C1=C(C=CC(=C1Cl)F)Cl)OC2=C(N=CC(=C2)C3=CN(N=C3)C4CCNCC4)N. Drug 2: CC12CCC3C(C1CCC2OP(=O)(O)O)CCC4=C3C=CC(=C4)OC(=O)N(CCCl)CCCl.[Na+]. Cell line: HCC-2998. Synergy scores: CSS=-2.12, Synergy_ZIP=-2.58, Synergy_Bliss=-10.5, Synergy_Loewe=-21.0, Synergy_HSA=-12.5.